From a dataset of Full USPTO retrosynthesis dataset with 1.9M reactions from patents (1976-2016). Predict the reactants needed to synthesize the given product. (1) Given the product [Br:13][C:9]1[C:8]([CH3:14])=[C:7]([N:6]2[C:4](=[O:5])[C:3]3[C:2](=[CH:18][CH:17]=[CH:16][CH:15]=3)[NH:1][C:19]2=[O:20])[CH:12]=[CH:11][CH:10]=1, predict the reactants needed to synthesize it. The reactants are: [NH2:1][C:2]1[CH:18]=[CH:17][CH:16]=[CH:15][C:3]=1[C:4]([NH:6][C:7]1[CH:12]=[CH:11][CH:10]=[C:9]([Br:13])[C:8]=1[CH3:14])=[O:5].[C:19](=O)(OC(Cl)(Cl)Cl)[O:20]C(Cl)(Cl)Cl.C([O-])(O)=O.[Na+]. (2) Given the product [CH3:1][O:2][C:3]([C@@H:5]1[CH2:9][C@@H:8]([S:10]([C:13]2[CH:18]=[CH:17][C:16]([Br:19])=[CH:15][C:14]=2[C:20]([F:22])([F:23])[F:21])(=[O:12])=[O:11])[CH2:7][N:6]1[C:24]1[N:57]([CH:53]2[CH2:56][CH2:55][CH2:54]2)[N:58]=[C:26]([CH3:27])[CH:25]=1)=[O:4], predict the reactants needed to synthesize it. The reactants are: [CH3:1][O:2][C:3]([C@@H:5]1[CH2:9][C@@H:8]([S:10]([C:13]2[CH:18]=[CH:17][C:16]([Br:19])=[CH:15][C:14]=2[C:20]([F:23])([F:22])[F:21])(=[O:12])=[O:11])[CH2:7][N:6]1[C:24](=O)[CH2:25][C:26](=O)[CH3:27])=[O:4].COC1C=CC(P2(SP(C3C=CC(OC)=CC=3)(=S)S2)=S)=CC=1.Cl.[CH:53]1([NH:57][NH2:58])[CH2:56][CH2:55][CH2:54]1. (3) Given the product [NH2:1][C:4]1[CH:5]=[CH:6][C:7]([CH2:10][CH2:11][CH2:12][CH2:13][OH:14])=[CH:8][CH:9]=1, predict the reactants needed to synthesize it. The reactants are: [N+:1]([C:4]1[CH:9]=[CH:8][C:7]([CH2:10][CH2:11][CH2:12][CH2:13][OH:14])=[CH:6][CH:5]=1)([O-])=O.[H][H]. (4) Given the product [CH2:1]([C:7]1[N:8]([C:23](=[O:24])[CH2:22][CH2:21][CH2:20][C:19]([OH:25])=[O:18])[C:9]2[C:14]([CH:15]=1)=[CH:13][CH:12]=[CH:11][CH:10]=2)[CH2:2][CH2:3][CH2:4][CH2:5][CH3:6], predict the reactants needed to synthesize it. The reactants are: [CH2:1]([C:7]1[NH:8][C:9]2[C:14]([CH:15]=1)=[CH:13][CH:12]=[CH:11][CH:10]=2)[CH2:2][CH2:3][CH2:4][CH2:5][CH3:6].[OH-].[K+].[O:18]1[C:23](=[O:24])[CH2:22][CH2:21][CH2:20][C:19]1=[O:25].[Cl-].[NH4+]. (5) Given the product [Br:1][C:2]1[S:6][C:5]2=[C:7]([CH:10]=[O:11])[N:8]=[CH:9][N:4]2[CH:3]=1, predict the reactants needed to synthesize it. The reactants are: [Br:1][C:2]1[S:6][C:5]2=[C:7]([CH2:10][OH:11])[N:8]=[CH:9][N:4]2[CH:3]=1.[Cr](O[Cr]([O-])(=O)=O)([O-])(=O)=O.[NH+]1C=CC=CC=1.[NH+]1C=CC=CC=1. (6) Given the product [CH2:1]([C:3]1[CH:8]=[CH:7][CH:6]=[C:5]([CH2:9][CH3:10])[C:4]=1[C:11]1[CH:12]=[C:13]2[C:19]([C:27]3[CH2:28][CH2:29][CH:24]([C:22]([OH:23])=[O:21])[CH2:25][CH:26]=3)=[CH:18][NH:17][C:14]2=[CH:15][N:16]=1)[CH3:2], predict the reactants needed to synthesize it. The reactants are: [CH2:1]([C:3]1[CH:8]=[CH:7][CH:6]=[C:5]([CH2:9][CH3:10])[C:4]=1[C:11]1[CH:12]=[C:13]2[CH:19]=[CH:18][NH:17][C:14]2=[CH:15][N:16]=1)[CH3:2].C[O:21][C:22]([CH:24]1[CH2:29][CH2:28][C:27](=O)[CH2:26][CH2:25]1)=[O:23].[OH-].[K+]. (7) Given the product [F:1][C:2]([F:7])([F:6])[C:3]([OH:5])=[O:4].[F:8][C:9]([F:14])([F:13])[C:10]([OH:12])=[O:11].[Cl:22][C:23]1[CH:24]=[N:25][C:26]2[NH:27][C:28]3[CH:29]=[N:30][CH:31]=[C:32]([CH:54]=3)[CH2:33][CH2:34][C:35]3[CH:43]=[C:39]([NH:40][C:41]=1[N:42]=2)[CH:38]=[CH:37][C:36]=3[NH:44][C:45](=[O:53])[CH2:46][CH:47]1[CH2:52][CH2:51][N:50]([C:61]([C:58]2[CH:59]=[CH:60][N:56]([CH3:55])[N:57]=2)=[O:62])[CH2:49][CH2:48]1, predict the reactants needed to synthesize it. The reactants are: [F:1][C:2]([F:7])([F:6])[C:3]([OH:5])=[O:4].[F:8][C:9]([F:14])([F:13])[C:10]([OH:12])=[O:11].FC(F)(F)C(O)=O.[Cl:22][C:23]1[CH:24]=[N:25][C:26]2[NH:27][C:28]3[CH:29]=[N:30][CH:31]=[C:32]([CH:54]=3)[CH2:33][CH2:34][C:35]3[CH:43]=[C:39]([NH:40][C:41]=1[N:42]=2)[CH:38]=[CH:37][C:36]=3[NH:44][C:45](=[O:53])[CH2:46][CH:47]1[CH2:52][CH2:51][NH:50][CH2:49][CH2:48]1.[CH3:55][N:56]1[CH:60]=[CH:59][C:58]([C:61](Cl)=[O:62])=[N:57]1.